This data is from Full USPTO retrosynthesis dataset with 1.9M reactions from patents (1976-2016). The task is: Predict the reactants needed to synthesize the given product. (1) Given the product [OH:12][C:9]1[CH:10]=[CH:11][C:5]2[O:4][CH2:3][C:2](=[O:1])[NH:7][C:6]=2[CH:8]=1, predict the reactants needed to synthesize it. The reactants are: [O:1]=[C:2]1[NH:7][C:6]2[CH:8]=[C:9]([O:12]C(=O)C)[CH:10]=[CH:11][C:5]=2[O:4][CH2:3]1.[OH-].[Na+]. (2) Given the product [C:23]([N:17]1[CH:16]=[C:15]2[C:19]([CH:20]=[CH:21][CH:22]=[C:14]2[CH:2]2[CH2:5][N:4]([C:6]([O:8][C:9]([CH3:12])([CH3:11])[CH3:10])=[O:7])[CH2:3]2)=[N:18]1)([C:24]1[CH:29]=[CH:28][CH:27]=[CH:26][CH:25]=1)([C:36]1[CH:37]=[CH:38][CH:39]=[CH:40][CH:41]=1)[C:30]1[CH:31]=[CH:32][CH:33]=[CH:34][CH:35]=1, predict the reactants needed to synthesize it. The reactants are: I[CH:2]1[CH2:5][N:4]([C:6]([O:8][C:9]([CH3:12])([CH3:11])[CH3:10])=[O:7])[CH2:3]1.Br[C:14]1[C:15]2[C:19]([CH:20]=[CH:21][CH:22]=1)=[N:18][N:17]([C:23]([C:36]1[CH:41]=[CH:40][CH:39]=[CH:38][CH:37]=1)([C:30]1[CH:35]=[CH:34][CH:33]=[CH:32][CH:31]=1)[C:24]1[CH:29]=[CH:28][CH:27]=[CH:26][CH:25]=1)[CH:16]=2. (3) Given the product [F:20][C:21]1[CH:29]=[C:28]2[C:24]([CH:25]=[CH:26][NH:27]2)=[C:23]([C:2]2[CH:3]=[C:4]([N:14]3[CH2:19][CH2:18][O:17][CH2:16][CH2:15]3)[N:5]=[C:6]([C:8]3[CH:13]=[CH:12][CH:11]=[CH:10][CH:9]=3)[N:7]=2)[CH:22]=1, predict the reactants needed to synthesize it. The reactants are: Cl[C:2]1[N:7]=[C:6]([C:8]2[CH:13]=[CH:12][CH:11]=[CH:10][CH:9]=2)[N:5]=[C:4]([N:14]2[CH2:19][CH2:18][O:17][CH2:16][CH2:15]2)[CH:3]=1.[F:20][C:21]1[CH:29]=[C:28]2[C:24]([CH:25]=[CH:26][NH:27]2)=[C:23](B2OC(C)(C)C(C)(C)O2)[CH:22]=1. (4) Given the product [Cl:1][C:2]1[CH:40]=[CH:39][C:5]([CH2:6][NH:7][C:8]([C:10]2[C:11](=[O:38])[C:12]3[CH:26]=[C:25]([CH2:27][N:28]([CH2:30][C@H:31]([C:33]4[O:34][CH:35]=[CH:36][CH:37]=4)[OH:32])[CH3:29])[S:24][C:13]=3[N:14]([CH2:16][CH:17]([OH:18])[CH2:21][OH:20])[CH:15]=2)=[O:9])=[CH:4][CH:3]=1, predict the reactants needed to synthesize it. The reactants are: [Cl:1][C:2]1[CH:40]=[CH:39][C:5]([CH2:6][NH:7][C:8]([C:10]2[C:11](=[O:38])[C:12]3[CH:26]=[C:25]([CH2:27][N:28]([CH2:30][C@H:31]([C:33]4[O:34][CH:35]=[CH:36][CH:37]=4)[OH:32])[CH3:29])[S:24][C:13]=3[N:14]([CH2:16][CH:17]3[CH2:21][O:20]C(C)(C)[O:18]3)[CH:15]=2)=[O:9])=[CH:4][CH:3]=1.Cl(O)(=O)(=O)=O.C([O-])(O)=O.[Na+]. (5) Given the product [NH:1]1[C:9]2[C:4](=[CH:5][CH:6]=[CH:7][CH:8]=2)[C:3](/[CH:10]=[CH:11]/[C:12]2[CH:20]=[CH:19][CH:18]=[CH:17][C:13]=2[C:14]([NH:26][C:22]2[S:21][CH:25]=[N:24][N:23]=2)=[O:15])=[N:2]1, predict the reactants needed to synthesize it. The reactants are: [NH:1]1[C:9]2[C:4](=[CH:5][CH:6]=[CH:7][CH:8]=2)[C:3](/[CH:10]=[CH:11]/[C:12]2[CH:20]=[CH:19][CH:18]=[CH:17][C:13]=2[C:14](O)=[O:15])=[N:2]1.[S:21]1[CH:25]=[N:24][N:23]=[C:22]1[NH2:26].C(Cl)CCl.O. (6) Given the product [NH2:16][C:3]1[C:4]([CH3:15])=[C:5]2[C:9](=[CH:10][C:2]=1[NH2:1])[C:11](=[O:13])[N:59]([CH2:58][CH2:57][N:52]1[CH2:56][CH2:55][CH2:54][CH2:53]1)[C:6]2=[O:8], predict the reactants needed to synthesize it. The reactants are: [NH2:1][C:2]1[CH:10]=[C:9]([C:11]([O:13]C)=O)[C:5]([C:6]([OH:8])=O)=[C:4]([CH3:15])[C:3]=1[N+:16]([O-])=O.CN(C(ON1N=NC2C=CC=NC1=2)=[N+](C)C)C.F[P-](F)(F)(F)(F)F.CCN(C(C)C)C(C)C.[N:52]1([CH2:57][CH2:58][NH2:59])[CH2:56][CH2:55][CH2:54][CH2:53]1. (7) Given the product [C:12]([O:15][C@@H:16]1[CH2:34][CH2:33][C@@:32]2([CH3:35])[C@H:18]([CH2:19][CH2:20][C@@H:21]3[C:31]2=[CH:30][CH2:29][C@@:28]2([CH3:36])[C@H:22]3[CH2:23][CH:24]=[C:25]2[C@H:26]([CH3:27])[CH2:8][CH2:7][C:6]([O:10][CH3:11])=[O:9])[CH2:17]1)(=[O:14])[CH3:13], predict the reactants needed to synthesize it. The reactants are: [Cl-].[Cl-].C([Al+2])C.[C:6]([O:10][CH3:11])(=[O:9])[CH:7]=[CH2:8].[C:12]([O:15][C@@H:16]1[CH2:34][CH2:33][C@@:32]2([CH3:35])[C@H:18]([CH2:19][CH2:20][C@@H:21]3[C:31]2=[CH:30][CH2:29][C@@:28]2([CH3:36])[C@H:22]3[CH2:23][CH2:24]/[C:25]/2=[CH:26]/[CH3:27])[CH2:17]1)(=[O:14])[CH3:13].O. (8) Given the product [NH2:19][C:18]1[N:2]2[N:1]=[C:5]3[N:6]=[CH:7][CH:8]=[CH:9][C:4]3=[C:3]2[N:10]=[C:14]([C:13]2[CH:20]=[CH:21][C:22]([Cl:24])=[CH:23][C:12]=2[Cl:11])[C:15]=1[C:16]#[N:17], predict the reactants needed to synthesize it. The reactants are: [NH:1]1[C:5]2=[N:6][CH:7]=[CH:8][CH:9]=[C:4]2[C:3]([NH2:10])=[N:2]1.[Cl:11][C:12]1[CH:23]=[C:22]([Cl:24])[CH:21]=[CH:20][C:13]=1[CH:14]=[C:15]([C:18]#[N:19])[C:16]#[N:17]. (9) Given the product [CH3:24][O:23][C:21]([CH:17]1[CH2:18][CH2:19][CH2:20][CH:15]([NH:14][C:12]([C:3]2[CH:4]=[C:5]([CH:10]=[CH:11][C:2]=2[O:1][CH2:45][CH2:44][CH2:43][C:40]2[CH:41]=[CH:42][C:37](/[CH:36]=[CH:35]/[CH2:34][CH2:33][CH2:32][O:31][C:25]3[CH:26]=[CH:27][CH:28]=[CH:29][CH:30]=3)=[CH:38][CH:39]=2)[C:6]([O:8][CH3:9])=[O:7])=[O:13])[CH2:16]1)=[O:22], predict the reactants needed to synthesize it. The reactants are: [OH:1][C:2]1[CH:11]=[CH:10][C:5]([C:6]([O:8][CH3:9])=[O:7])=[CH:4][C:3]=1[C:12]([NH:14][CH:15]1[CH2:20][CH2:19][CH2:18][CH:17]([C:21]([O:23][CH3:24])=[O:22])[CH2:16]1)=[O:13].[C:25]1([O:31][CH2:32][CH2:33][CH2:34]/[CH:35]=[CH:36]/[C:37]2[CH:42]=[CH:41][C:40]([CH2:43][CH2:44][CH2:45]Br)=[CH:39][CH:38]=2)[CH:30]=[CH:29][CH:28]=[CH:27][CH:26]=1.